Dataset: Full USPTO retrosynthesis dataset with 1.9M reactions from patents (1976-2016). Task: Predict the reactants needed to synthesize the given product. (1) Given the product [I-:42].[C:44]([CH2:43][N+:23]1[CH:24]=[CH:25][CH:26]=[C:21]([C:19]([C:16]2[N:17]=[CH:18][N:13]3[CH:12]=[C:11]([C:8]4[C@H:9]([CH3:10])[C@@H:5]5[C@@H:4]([C@H:2]([OH:1])[CH3:3])[C:40](=[O:41])[N:6]5[C:7]=4[C:27]([O:29][CH2:30][C:31]4[CH:32]=[CH:33][C:34]([N+:37]([O-:39])=[O:38])=[CH:35][CH:36]=4)=[O:28])[S:15][C:14]=23)=[O:20])[CH:22]=1)(=[O:45])[NH2:46], predict the reactants needed to synthesize it. The reactants are: [OH:1][C@@H:2]([C@H:4]1[C:40](=[O:41])[N:6]2[C:7]([C:27]([O:29][CH2:30][C:31]3[CH:36]=[CH:35][C:34]([N+:37]([O-:39])=[O:38])=[CH:33][CH:32]=3)=[O:28])=[C:8]([C:11]3[S:15][C:14]4=[C:16]([C:19]([C:21]5[CH:22]=[N:23][CH:24]=[CH:25][CH:26]=5)=[O:20])[N:17]=[CH:18][N:13]4[CH:12]=3)[C@H:9]([CH3:10])[C@H:5]12)[CH3:3].[I:42][CH2:43][C:44]([NH2:46])=[O:45]. (2) Given the product [Cl:1][C:2]1[N:7]2[N:8]=[C:9]([C:13]3[O:14][CH:15]=[CH:16][CH:17]=3)[C:10]([CH:11]([OH:12])[C:18]#[CH:19])=[C:6]2[CH:5]=[CH:4][CH:3]=1, predict the reactants needed to synthesize it. The reactants are: [Cl:1][C:2]1[N:7]2[N:8]=[C:9]([C:13]3[O:14][CH:15]=[CH:16][CH:17]=3)[C:10]([CH:11]=[O:12])=[C:6]2[CH:5]=[CH:4][CH:3]=1.[C:18]([Mg]Br)#[CH:19].O. (3) The reactants are: [ClH:1].[OH:2][CH2:3][CH2:4][N:5]1[CH2:9][CH2:8][C@H:7]([NH:10]C(=O)OC(C)(C)C)[CH2:6]1. Given the product [ClH:1].[NH2:10][C@H:7]1[CH2:8][CH2:9][N:5]([CH2:4][CH2:3][OH:2])[CH2:6]1, predict the reactants needed to synthesize it. (4) Given the product [CH2:7]([O:9][CH2:10][O:11][C:12]1[CH:17]=[C:16]([O:18][CH2:19][O:20][CH2:21][CH3:22])[CH:15]=[CH:14][C:13]=1[O:23][CH:25]([CH3:27])[CH3:26])[CH3:8], predict the reactants needed to synthesize it. The reactants are: C(=O)([O-])[O-].[K+].[K+].[CH2:7]([O:9][CH2:10][O:11][C:12]1[CH:17]=[C:16]([O:18][CH2:19][O:20][CH2:21][CH3:22])[CH:15]=[CH:14][C:13]=1[OH:23])[CH3:8].I[CH:25]([CH3:27])[CH3:26].